From a dataset of NCI-60 drug combinations with 297,098 pairs across 59 cell lines. Regression. Given two drug SMILES strings and cell line genomic features, predict the synergy score measuring deviation from expected non-interaction effect. (1) Drug 1: C1C(C(OC1N2C=C(C(=O)NC2=O)F)CO)O. Drug 2: CC1=C(C(CCC1)(C)C)C=CC(=CC=CC(=CC(=O)O)C)C. Cell line: RXF 393. Synergy scores: CSS=6.62, Synergy_ZIP=-2.47, Synergy_Bliss=-0.611, Synergy_Loewe=-0.489, Synergy_HSA=1.22. (2) Drug 1: CC(C1=C(C=CC(=C1Cl)F)Cl)OC2=C(N=CC(=C2)C3=CN(N=C3)C4CCNCC4)N. Drug 2: C1=CC=C(C=C1)NC(=O)CCCCCCC(=O)NO. Cell line: MDA-MB-435. Synergy scores: CSS=19.5, Synergy_ZIP=-3.94, Synergy_Bliss=2.44, Synergy_Loewe=-0.271, Synergy_HSA=0.0284. (3) Drug 1: CC12CCC3C(C1CCC2O)C(CC4=C3C=CC(=C4)O)CCCCCCCCCS(=O)CCCC(C(F)(F)F)(F)F. Drug 2: C1CNP(=O)(OC1)N(CCCl)CCCl. Cell line: SK-MEL-5. Synergy scores: CSS=4.45, Synergy_ZIP=0.330, Synergy_Bliss=3.74, Synergy_Loewe=-0.916, Synergy_HSA=1.95. (4) Drug 1: C1=CC(=CC=C1CC(C(=O)O)N)N(CCCl)CCCl.Cl. Drug 2: CCCCCOC(=O)NC1=NC(=O)N(C=C1F)C2C(C(C(O2)C)O)O. Cell line: SK-MEL-2. Synergy scores: CSS=-5.41, Synergy_ZIP=-0.617, Synergy_Bliss=-4.40, Synergy_Loewe=-7.55, Synergy_HSA=-6.97. (5) Drug 1: CCCS(=O)(=O)NC1=C(C(=C(C=C1)F)C(=O)C2=CNC3=C2C=C(C=N3)C4=CC=C(C=C4)Cl)F. Drug 2: C1=NC2=C(N=C(N=C2N1C3C(C(C(O3)CO)O)F)Cl)N. Cell line: A549. Synergy scores: CSS=25.7, Synergy_ZIP=-0.470, Synergy_Bliss=-0.911, Synergy_Loewe=-21.6, Synergy_HSA=-2.28. (6) Drug 1: CC12CCC3C(C1CCC2=O)CC(=C)C4=CC(=O)C=CC34C. Drug 2: CC1=CC2C(CCC3(C2CCC3(C(=O)C)OC(=O)C)C)C4(C1=CC(=O)CC4)C. Cell line: HOP-62. Synergy scores: CSS=10.2, Synergy_ZIP=0.797, Synergy_Bliss=0.156, Synergy_Loewe=-34.1, Synergy_HSA=-4.04. (7) Drug 1: COC1=NC(=NC2=C1N=CN2C3C(C(C(O3)CO)O)O)N. Drug 2: CCC1(C2=C(COC1=O)C(=O)N3CC4=CC5=C(C=CC(=C5CN(C)C)O)N=C4C3=C2)O.Cl. Cell line: A549. Synergy scores: CSS=13.8, Synergy_ZIP=-5.58, Synergy_Bliss=-3.29, Synergy_Loewe=-37.8, Synergy_HSA=-3.00. (8) Drug 1: COC1=NC(=NC2=C1N=CN2C3C(C(C(O3)CO)O)O)N. Drug 2: C1CN(P(=O)(OC1)NCCCl)CCCl. Cell line: NCIH23. Synergy scores: CSS=7.91, Synergy_ZIP=-4.65, Synergy_Bliss=-5.34, Synergy_Loewe=-9.89, Synergy_HSA=-4.95.